Task: Predict the reactants needed to synthesize the given product.. Dataset: Full USPTO retrosynthesis dataset with 1.9M reactions from patents (1976-2016) (1) Given the product [Br:1][C:2]1[CH:14]=[C:6]2[C:5](=[CH:4][CH:3]=1)[O:15][C:16]1=[N:17][C:18]([F:22])=[CH:19][CH:20]=[C:21]1[C:7]2=[O:8].[Br:1][C:2]1[CH:14]=[C:6]2[C:5](=[CH:4][CH:3]=1)[O:15][C:16]1=[N:17][C:18]([N:26]([CH2:27][CH3:28])[CH2:23][CH3:24])=[CH:19][CH:20]=[C:21]1[C:7]2=[O:8], predict the reactants needed to synthesize it. The reactants are: [Br:1][C:2]1[CH:3]=[CH:4][C:5]([O:15][C:16]2[CH:21]=[CH:20][CH:19]=[C:18]([F:22])[N:17]=2)=[C:6]([CH:14]=1)[C:7](N(CC)CC)=[O:8].[CH:23]([N-:26][CH:27](C)[CH3:28])(C)[CH3:24].[Li+]. (2) Given the product [CH2:21]([N:18]1[CH2:17][CH:16]=[C:15]([C:11]2[C:10]([F:24])=[C:9]([OH:8])[CH:14]=[CH:13][CH:12]=2)[CH2:20][CH2:19]1)[CH3:22], predict the reactants needed to synthesize it. The reactants are: C([O:8][C:9]1[C:10]([F:24])=[C:11]([C:15]2(O)[CH2:20][CH2:19][N:18]([CH2:21][CH3:22])[CH2:17][CH2:16]2)[CH:12]=[CH:13][CH:14]=1)C1C=CC=CC=1.FC(F)(F)C(O)=O. (3) The reactants are: Cl.Cl.[S:3]1[C:7]2=[N:8][CH:9]=[CH:10][CH:11]=[C:6]2[CH:5]=[C:4]1[NH2:12].[C:13]1([S:19](Cl)(=[O:21])=[O:20])[CH:18]=[CH:17][CH:16]=[CH:15][CH:14]=1.O.C(=O)(O)[O-].[Na+]. Given the product [S:3]1[C:7]2=[N:8][CH:9]=[CH:10][CH:11]=[C:6]2[CH:5]=[C:4]1[NH:12][S:19]([C:13]1[CH:18]=[CH:17][CH:16]=[CH:15][CH:14]=1)(=[O:21])=[O:20], predict the reactants needed to synthesize it. (4) Given the product [CH:8]([C:6]1[CH:7]=[C:2]([CH3:1])[C:3]([NH2:11])=[N:4][CH:5]=1)([CH3:10])[CH3:9], predict the reactants needed to synthesize it. The reactants are: [CH3:1][C:2]1[C:3]([N+:11]([O-])=O)=[N:4][CH:5]=[C:6]([C:8]([CH3:10])=[CH2:9])[CH:7]=1. (5) Given the product [CH3:16][O:8][C:7](=[O:9])[CH2:6][C:2]([CH3:10])([CH3:1])[C:3]([OH:5])=[O:4], predict the reactants needed to synthesize it. The reactants are: [CH3:1][C:2]([CH3:10])([CH2:6][C:7]([OH:9])=[O:8])[C:3]([OH:5])=[O:4].OS(O)(=O)=O.[CH3:16]O. (6) Given the product [CH3:14]/[C:13](/[NH:16][CH2:17][CH:18]([CH3:20])[CH3:19])=[CH:15]/[C:1]1[CH2:3][CH2:7][CH2:5][N:4]=1, predict the reactants needed to synthesize it. The reactants are: [CH:1]([NH:4][CH:5]([CH3:7])C)([CH3:3])C.[Li]CCCC.[C:13](=[N:16][CH2:17][CH:18]([CH3:20])[CH3:19])([CH3:15])[CH3:14].CSC1CCCN=1. (7) Given the product [C:15]([S:17][CH2:13][CH:9]([CH2:8][C:7]([N:1]1[CH2:2][CH2:3][O:4][CH2:5][CH2:6]1)=[O:14])[C:10]([OH:12])=[O:11])(=[O:18])[CH3:16], predict the reactants needed to synthesize it. The reactants are: [N:1]1([C:7](=[O:14])[CH2:8][C:9](=[CH2:13])[C:10]([OH:12])=[O:11])[CH2:6][CH2:5][O:4][CH2:3][CH2:2]1.[C:15]([O-:18])(=[S:17])[CH3:16].[K+]. (8) Given the product [CH2:6]([O:5][C:1](=[O:4])[CH:2]([N:8]1[C:12]2[CH:13]=[CH:14][CH:15]=[CH:16][C:11]=2[N:10]=[N:9]1)[N:24]([CH2:17][C:18]1[CH:23]=[CH:22][CH:21]=[CH:20][CH:19]=1)[CH2:25][C:26]1[CH:31]=[CH:30][CH:29]=[CH:28][CH:27]=1)[CH3:7], predict the reactants needed to synthesize it. The reactants are: [C:1]([O:5][CH2:6][CH3:7])(=[O:4])[CH:2]=O.[NH:8]1[C:12]2[CH:13]=[CH:14][CH:15]=[CH:16][C:11]=2[N:10]=[N:9]1.[CH2:17]([NH:24][CH2:25][C:26]1[CH:31]=[CH:30][CH:29]=[CH:28][CH:27]=1)[C:18]1[CH:23]=[CH:22][CH:21]=[CH:20][CH:19]=1.[O-]S([O-])(=O)=O.[Mg+2]. (9) Given the product [F:20][C:21]1[CH:26]=[CH:25][CH:24]=[CH:23][C:22]=1[C:2]1[CH:3]=[CH:4][C:5]2[N:11]=[C:10]([C:12]3[CH:17]=[CH:16][N:15]=[N:14][CH:13]=3)[CH2:9][C:8](=[O:18])[NH:7][C:6]=2[CH:19]=1, predict the reactants needed to synthesize it. The reactants are: Br[C:2]1[CH:3]=[CH:4][C:5]2[N:11]=[C:10]([C:12]3[CH:17]=[CH:16][N:15]=[N:14][CH:13]=3)[CH2:9][C:8](=[O:18])[NH:7][C:6]=2[CH:19]=1.[F:20][C:21]1[CH:26]=[CH:25][CH:24]=[CH:23][C:22]=1B(O)O. (10) Given the product [F:5][C:4]([F:7])([F:6])[S:1]([O:8][C:17]1[CH:18]=[C:19]2[C:24](=[CH:25][CH:26]=1)[N:23]=[CH:22][CH:21]=[CH:20]2)(=[O:3])=[O:2], predict the reactants needed to synthesize it. The reactants are: [S:1]([O:8]S(C(F)(F)F)(=O)=O)([C:4]([F:7])([F:6])[F:5])(=[O:3])=[O:2].O[C:17]1[CH:18]=[C:19]2[C:24](=[CH:25][CH:26]=1)[N:23]=[CH:22][CH:21]=[CH:20]2.N1C=CC=CC=1.